From a dataset of Forward reaction prediction with 1.9M reactions from USPTO patents (1976-2016). Predict the product of the given reaction. (1) Given the reactants Br[CH2:2][CH2:3][O:4][C:5]1[CH:10]=[CH:9][C:8]([C:11]2[C:15]3[CH:16]=[CH:17][C:18]([F:20])=[CH:19][C:14]=3[O:13][N:12]=2)=[CH:7][CH:6]=1.[CH2:21]([NH2:28])[C:22]1[CH:27]=[CH:26][CH:25]=[CH:24][CH:23]=1.C(=O)([O-])[O-].[K+].[K+].[I-].[K+], predict the reaction product. The product is: [CH2:21]([NH:28][CH2:2][CH2:3][O:4][C:5]1[CH:10]=[CH:9][C:8]([C:11]2[C:15]3[CH:16]=[CH:17][C:18]([F:20])=[CH:19][C:14]=3[O:13][N:12]=2)=[CH:7][CH:6]=1)[C:22]1[CH:27]=[CH:26][CH:25]=[CH:24][CH:23]=1. (2) Given the reactants [N:1]1[CH:6]=[CH:5][N:4]=[CH:3][C:2]=1[NH:7][C:8](=[O:15])OCC(Cl)(Cl)Cl.[F:16][C:17]1[CH:22]=[CH:21][C:20]([C:23]2[N:24]=[C:25]([N:28]3[CH2:33][CH2:32][NH:31][CH2:30][CH2:29]3)[S:26][CH:27]=2)=[CH:19][CH:18]=1.C(N(C(C)C)CC)(C)C.O, predict the reaction product. The product is: [F:16][C:17]1[CH:22]=[CH:21][C:20]([C:23]2[N:24]=[C:25]([N:28]3[CH2:29][CH2:30][N:31]([C:8]([NH:7][C:2]4[CH:3]=[N:4][CH:5]=[CH:6][N:1]=4)=[O:15])[CH2:32][CH2:33]3)[S:26][CH:27]=2)=[CH:19][CH:18]=1. (3) Given the reactants C1C=CC=CC=1.[C:7]1([S:13]([C:16]2[CH:17]=[C:18]3[C:23](=[CH:24][CH:25]=2)[C:22](=[O:26])[CH2:21][CH2:20][CH2:19]3)(=[O:15])=[O:14])[CH:12]=[CH:11][CH:10]=[CH:9][CH:8]=1.Br[CH:28](C)[C:29]([O:31][CH2:32]C)=[O:30], predict the reaction product. The product is: [CH3:32][O:31][C:29](=[O:30])[CH2:28][C:22]1([OH:26])[C:23]2[C:18](=[CH:17][C:16]([S:13]([C:7]3[CH:8]=[CH:9][CH:10]=[CH:11][CH:12]=3)(=[O:15])=[O:14])=[CH:25][CH:24]=2)[CH2:19][CH2:20][CH2:21]1. (4) Given the reactants [Br:1][C:2]1[C:10]2[O:9][C:8]([C:11]3(O)[CH:16]4[CH2:17][CH2:18][N:13]([CH2:14][CH2:15]4)[CH2:12]3)=[CH:7][C:6]=2[CH:5]=[CH:4][CH:3]=1.C(O)=O, predict the reaction product. The product is: [Br:1][C:2]1[C:10]2[O:9][C:8]([C:11]3[CH:16]4[CH2:15][CH2:14][N:13]([CH2:18][CH2:17]4)[CH:12]=3)=[CH:7][C:6]=2[CH:5]=[CH:4][CH:3]=1. (5) Given the reactants CS([C:4]1[N:9]=[CH:8][C:7]2=[CH:10][CH:11]=[C:12]([C:13]3[CH:18]=[CH:17][CH:16]=[CH:15][C:14]=3[O:19][CH3:20])[N:6]2[N:5]=1)=O.C(N(CC)C(C)C)(C)C.[CH3:30][N:31]1[CH2:36][CH2:35][N:34]([CH:37]2[CH2:42][CH2:41][N:40]([C:43]3[CH:48]=[CH:47][C:46]([NH2:49])=[CH:45][CH:44]=3)[CH2:39][CH2:38]2)[CH2:33][CH2:32]1.COCC(O)C, predict the reaction product. The product is: [CH3:20][O:19][C:14]1[CH:15]=[CH:16][CH:17]=[CH:18][C:13]=1[C:12]1[N:6]2[C:7]([CH:8]=[N:9][C:4]([NH:49][C:46]3[CH:47]=[CH:48][C:43]([N:40]4[CH2:41][CH2:42][CH:37]([N:34]5[CH2:35][CH2:36][N:31]([CH3:30])[CH2:32][CH2:33]5)[CH2:38][CH2:39]4)=[CH:44][CH:45]=3)=[N:5]2)=[CH:10][CH:11]=1. (6) Given the reactants COC1C=C(OC)C=CC=1C[N:6]1[CH2:14][C:13]2[C:8](=[CH:9][CH:10]=[CH:11][C:12]=2[O:15][CH2:16][CH2:17][N:18]([CH3:20])[CH3:19])[CH2:7]1, predict the reaction product. The product is: [CH2:7]1[C:8]2[C:13](=[C:12]([O:15][CH2:16][CH2:17][N:18]([CH3:20])[CH3:19])[CH:11]=[CH:10][CH:9]=2)[CH2:14][NH:6]1. (7) Given the reactants [Br:1][C:2]1[CH:7]=[CH:6][C:5](I)=[CH:4][CH:3]=1.[CH2:9]([CH:16]1[CH2:21][CH2:20][NH:19][CH2:18][CH2:17]1)[C:10]1[CH:15]=[CH:14][CH:13]=[CH:12][CH:11]=1.C1(C2C3C(=CC=CC=3)C=CC=2)C2C(=CC=CC=2)C=CC=1, predict the reaction product. The product is: [CH2:9]([CH:16]1[CH2:21][CH2:20][N:19]([C:5]2[CH:6]=[CH:7][C:2]([Br:1])=[CH:3][CH:4]=2)[CH2:18][CH2:17]1)[C:10]1[CH:15]=[CH:14][CH:13]=[CH:12][CH:11]=1. (8) The product is: [C:17]([O:16][C:14]([NH:10][C:9]1[C:5]([C:3]([OH:2])=[O:4])=[N:6][NH:7][CH:8]=1)=[O:13])([CH3:20])([CH3:19])[CH3:18]. Given the reactants C[O:2][C:3]([C:5]1[C:9]([NH2:10])=[CH:8][NH:7][N:6]=1)=[O:4].[OH-].[Na+].[O:13](C(OC(C)(C)C)=O)[C:14]([O:16][C:17]([CH3:20])([CH3:19])[CH3:18])=O, predict the reaction product. (9) Given the reactants C1N=CN(C(N2C=NC=C2)=O)C=1.[F:13][C:14]1[CH:26]=[CH:25][CH:24]=[C:23]2[C:15]=1[C:16]1[CH:17]=[CH:18][C:19]([C:28]([OH:30])=O)=[CH:20][C:21]=1[C:22]2=[O:27].C(=O)(O)O.[NH2:35][C:36]([NH2:38])=[NH:37], predict the reaction product. The product is: [NH2:37][C:36]([NH2:38])=[N:35][C:28]([C:19]1[CH:18]=[CH:17][C:16]2[C:15]3[C:23](=[CH:24][CH:25]=[CH:26][C:14]=3[F:13])[C:22](=[O:27])[C:21]=2[CH:20]=1)=[O:30].